This data is from Catalyst prediction with 721,799 reactions and 888 catalyst types from USPTO. The task is: Predict which catalyst facilitates the given reaction. (1) Reactant: [C:1]([O:5][C:6]([N:8]([C:24]([O:26][C:27]([CH3:30])([CH3:29])[CH3:28])=[O:25])[C@:9]1([C:19]([O:21][CH2:22][CH3:23])=[O:20])[CH2:11][C@H:10]1[CH2:12][CH:13]([OH:18])[CH2:14][CH2:15][CH:16]=[CH2:17])=[O:7])([CH3:4])([CH3:3])[CH3:2].CC(OI1(OC(C)=O)(OC(C)=O)OC(=O)C2C=CC=CC1=2)=O. Product: [C:1]([O:5][C:6]([N:8]([C:24]([O:26][C:27]([CH3:28])([CH3:30])[CH3:29])=[O:25])[C@:9]1([C:19]([O:21][CH2:22][CH3:23])=[O:20])[CH2:11][C@H:10]1[CH2:12][C:13](=[O:18])[CH2:14][CH2:15][CH:16]=[CH2:17])=[O:7])([CH3:4])([CH3:2])[CH3:3]. The catalyst class is: 4. (2) Reactant: [F:1][C:2]1[CH:7]=[C:6]([C:8]2[CH:9]=[C:10]3[C:15](=[CH:16][CH:17]=2)[N:14]=[CH:13][N:12]=[C:11]3[NH:18][C:19]2[CH:24]=[CH:23][C:22]([N:25]3[CH2:30][CH2:29][O:28][CH2:27][CH2:26]3)=[CH:21][CH:20]=2)[CH:5]=[CH:4][C:3]=1[OH:31].Cl.Cl[CH2:34][CH2:35][CH2:36][N:37]1[CH2:42][CH2:41][O:40][CH2:39][CH2:38]1.C(=O)([O-])[O-].[K+].[K+]. Product: [F:1][C:2]1[CH:7]=[C:6]([C:8]2[CH:9]=[C:10]3[C:15](=[CH:16][CH:17]=2)[N:14]=[CH:13][N:12]=[C:11]3[NH:18][C:19]2[CH:20]=[CH:21][C:22]([N:25]3[CH2:30][CH2:29][O:28][CH2:27][CH2:26]3)=[CH:23][CH:24]=2)[CH:5]=[CH:4][C:3]=1[O:31][CH2:34][CH2:35][CH2:36][N:37]1[CH2:42][CH2:41][O:40][CH2:39][CH2:38]1. The catalyst class is: 3. (3) Reactant: [CH:1]1([N:4]2[C:13](=[O:14])[C:12]3[C:7](=[CH:8][CH:9]=[CH:10][CH:11]=3)[C:6]([C:15]3[C:23]4[C:18](=[CH:19][CH:20]=[C:21]([F:24])[CH:22]=4)[N:17]([CH2:25][C:26]([O:28]C(C)(C)C)=[O:27])[C:16]=3[CH3:33])=[N:5]2)[CH2:3][CH2:2]1.O. Product: [CH:1]1([N:4]2[C:13](=[O:14])[C:12]3[C:7](=[CH:8][CH:9]=[CH:10][CH:11]=3)[C:6]([C:15]3[C:23]4[C:18](=[CH:19][CH:20]=[C:21]([F:24])[CH:22]=4)[N:17]([CH2:25][C:26]([OH:28])=[O:27])[C:16]=3[CH3:33])=[N:5]2)[CH2:2][CH2:3]1. The catalyst class is: 55. (4) Reactant: [Br:1][C:2]1[C:3]([OH:13])=[C:4]([C:8]([OH:12])=[C:9]([Br:11])[CH:10]=1)[C:5]([OH:7])=O.[Cl:14][C:15]1[CH:21]=[CH:20][C:18]([NH2:19])=[CH:17][CH:16]=1.P(Cl)(Cl)Cl. Product: [Cl:14][C:15]1[CH:21]=[CH:20][C:18]([NH:19][C:5](=[O:7])[C:4]2[C:8]([OH:12])=[C:9]([Br:11])[CH:10]=[C:2]([Br:1])[C:3]=2[OH:13])=[CH:17][CH:16]=1. The catalyst class is: 159. (5) Reactant: [F:1][C:2]([F:9])([F:8])[C:3](=O)[CH2:4][C:5]#[N:6].[Cl:10][C:11]1[CH:12]=[C:13]([NH:17][NH2:18])[CH:14]=[CH:15][CH:16]=1. Product: [Cl:10][C:11]1[CH:12]=[C:13]([N:17]2[C:5]([NH2:6])=[CH:4][C:3]([C:2]([F:9])([F:8])[F:1])=[N:18]2)[CH:14]=[CH:15][CH:16]=1. The catalyst class is: 8.